From a dataset of Reaction yield outcomes from USPTO patents with 853,638 reactions. Predict the reaction yield, written as a fraction of the theoretical maximum amount of product (1.0 means a 100% yield; for example, 0.34 means a 34% yield). (1) The reactants are Cl[C:2]1[C:7]([CH2:8][CH2:9]Cl)=[C:6]([Cl:11])[N:5]=[C:4]([N:12]2[CH2:17][CH2:16][O:15][CH2:14][CH2:13]2)[N:3]=1.[NH2:18][C:19]1[CH:20]=[N:21][CH:22]=[CH:23][CH:24]=1. No catalyst specified. The product is [Cl:11][C:6]1[C:7]2[CH2:8][CH2:9][N:18]([C:19]3[CH:20]=[N:21][CH:22]=[CH:23][CH:24]=3)[C:2]=2[N:3]=[C:4]([N:12]2[CH2:17][CH2:16][O:15][CH2:14][CH2:13]2)[N:5]=1. The yield is 0.880. (2) The reactants are [F:1][C:2]1[C:16]([F:17])=[CH:15][CH:14]=[C:13]([C:18]([N:20]2[CH2:25][C:22]3([O:24][CH2:23]3)[CH2:21]2)=[O:19])[C:3]=1[NH:4][C:5]1[CH:10]=[CH:9][C:8]([I:11])=[CH:7][C:6]=1[F:12].[N+:26]([NH:29][C:30]([NH2:32])=[NH:31])([O-:28])=[O:27].[OH-].[Na+].[ClH:35].O1CCOCC1. The catalyst is O1CCCC1.CO. The product is [ClH:35].[F:1][C:2]1[C:3]([NH:4][C:5]2[CH:10]=[CH:9][C:8]([I:11])=[CH:7][C:6]=2[F:12])=[C:13]([C:18]([N:20]2[CH2:21][C:22]([CH2:23][NH:32][C:30]([NH:29][N+:26]([O-:28])=[O:27])=[NH:31])([OH:24])[CH2:25]2)=[O:19])[CH:14]=[CH:15][C:16]=1[F:17]. The yield is 0.380. (3) The reactants are [F-].C([N+](CCCC)(CCCC)CCCC)CCC.C([Si](C1C=CC=CC=1)(C1C=CC=CC=1)[O:24][C@H:25]1[CH2:44][N:28]2[C:29](=[O:43])[N:30]([C:32]3[CH:37]=[CH:36][C:35]([O:38][C:39]([F:42])([F:41])[F:40])=[CH:34][CH:33]=3)[CH2:31][C@@H:27]2[CH2:26]1)(C)(C)C.O. The catalyst is C1COCC1. The product is [OH:24][C@H:25]1[CH2:44][N:28]2[C:29](=[O:43])[N:30]([C:32]3[CH:37]=[CH:36][C:35]([O:38][C:39]([F:42])([F:40])[F:41])=[CH:34][CH:33]=3)[CH2:31][C@@H:27]2[CH2:26]1. The yield is 0.940. (4) The reactants are Br[C:2]1[C:3]2[C:8]([N:9]=[C:10]3[C:15]=1[CH:14]=[CH:13][C:12]([C:16]1[CH:21]=[C:20]([CH3:22])[CH:19]=[C:18]([CH3:23])[CH:17]=1)=[CH:11]3)=[CH:7][CH:6]=[CH:5][CH:4]=2.[Li]CCCC.[Sn:29](Cl)([CH3:32])([CH3:31])[CH3:30]. The catalyst is C(OCC)C.C1COCC1. The product is [CH3:23][C:18]1[CH:17]=[C:16]([C:12]2[CH:13]=[CH:14][C:15]3[C:10]([CH:11]=2)=[N:9][C:8]2[C:3](=[CH:4][CH:5]=[CH:6][CH:7]=2)[C:2]=3[Sn:29]([CH3:32])([CH3:31])[CH3:30])[CH:21]=[C:20]([CH3:22])[CH:19]=1. The yield is 0.910. (5) The reactants are [Cl:1][C:2]1[CH:3]=[CH:4][C:5]([F:19])=[C:6]([C:8]2[N:17]=[C:16](I)[C:15]3[CH2:14][CH2:13][CH2:12][CH2:11][C:10]=3[N:9]=2)[CH:7]=1.C1C=CC(P(C2C(C3C(P(C4C=CC=CC=4)C4C=CC=CC=4)=CC=C4C=3C=CC=C4)=C3C(C=CC=C3)=CC=2)C2C=CC=CC=2)=CC=1.[NH2:66][C:67]1[CH:72]=[CH:71][N:70]=[CH:69][C:68]=1[CH3:73].C([O-])([O-])=O.[Cs+].[Cs+]. The catalyst is O1CCOCC1.CC([O-])=O.CC([O-])=O.[Pd+2]. The product is [Cl:1][C:2]1[CH:3]=[CH:4][C:5]([F:19])=[C:6]([C:8]2[N:17]=[C:16]([NH:66][C:67]3[CH:72]=[CH:71][N:70]=[CH:69][C:68]=3[CH3:73])[C:15]3[CH2:14][CH2:13][CH2:12][CH2:11][C:10]=3[N:9]=2)[CH:7]=1. The yield is 0.860. (6) The reactants are [S:1]1[C:5]([C:6]2[N:14]3[C:9]([CH:10]=[CH:11][CH:12]=[CH:13]3)=[CH:8][C:7]=2[CH:15](O)[CH3:16])=[CH:4][N:3]=[CH:2]1.[I:18][C:19]1[C:27]2[C:22](=[N:23][CH:24]=[N:25][C:26]=2[NH2:28])[NH:21][N:20]=1.C1C=CC(P(C2C=CC=CC=2)C2C=CC=CC=2)=CC=1.CC(OC(/N=N/C(OC(C)C)=O)=O)C. No catalyst specified. The product is [I:18][C:19]1[C:27]2[C:22](=[N:23][CH:24]=[N:25][C:26]=2[NH2:28])[N:21]([CH:15]([C:7]2[CH:8]=[C:9]3[N:14]([C:6]=2[C:5]2[S:1][CH:2]=[N:3][CH:4]=2)[CH:13]=[CH:12][CH:11]=[CH:10]3)[CH3:16])[N:20]=1. The yield is 0.200. (7) The reactants are [CH3:1][O:2][C:3]1[CH:8]=[C:7]([CH2:9][NH2:10])[N:6]=[C:5]([C:11]2[CH:16]=[CH:15][CH:14]=[CH:13][N:12]=2)[CH:4]=1.C(N(CC)CC)C.[F:24][C:25]1[CH:30]=[CH:29][C:28]([S:31](Cl)(=[O:33])=[O:32])=[CH:27][CH:26]=1. The catalyst is ClCCl. The product is [F:24][C:25]1[CH:30]=[CH:29][C:28]([S:31]([NH:10][CH2:9][C:7]2[N:6]=[C:5]([C:11]3[CH:16]=[CH:15][CH:14]=[CH:13][N:12]=3)[CH:4]=[C:3]([O:2][CH3:1])[CH:8]=2)(=[O:33])=[O:32])=[CH:27][CH:26]=1. The yield is 0.380.